From a dataset of NCI-60 drug combinations with 297,098 pairs across 59 cell lines. Regression. Given two drug SMILES strings and cell line genomic features, predict the synergy score measuring deviation from expected non-interaction effect. (1) Drug 1: CC12CCC(CC1=CCC3C2CCC4(C3CC=C4C5=CN=CC=C5)C)O. Drug 2: C1=CC(=C2C(=C1NCCNCCO)C(=O)C3=C(C=CC(=C3C2=O)O)O)NCCNCCO. Cell line: TK-10. Synergy scores: CSS=34.2, Synergy_ZIP=5.36, Synergy_Bliss=6.11, Synergy_Loewe=-9.14, Synergy_HSA=6.13. (2) Drug 1: C1=C(C(=O)NC(=O)N1)N(CCCl)CCCl. Drug 2: CC1CCC2CC(C(=CC=CC=CC(CC(C(=O)C(C(C(=CC(C(=O)CC(OC(=O)C3CCCCN3C(=O)C(=O)C1(O2)O)C(C)CC4CCC(C(C4)OC)O)C)C)O)OC)C)C)C)OC. Cell line: DU-145. Synergy scores: CSS=37.2, Synergy_ZIP=-4.24, Synergy_Bliss=-2.48, Synergy_Loewe=-2.35, Synergy_HSA=-0.412. (3) Synergy scores: CSS=1.39, Synergy_ZIP=-0.564, Synergy_Bliss=-4.28, Synergy_Loewe=-0.929, Synergy_HSA=-3.27. Drug 1: CC1=C(C(=CC=C1)Cl)NC(=O)C2=CN=C(S2)NC3=CC(=NC(=N3)C)N4CCN(CC4)CCO. Drug 2: C1C(C(OC1N2C=NC3=C2NC=NCC3O)CO)O. Cell line: NCI/ADR-RES. (4) Drug 1: CC1OCC2C(O1)C(C(C(O2)OC3C4COC(=O)C4C(C5=CC6=C(C=C35)OCO6)C7=CC(=C(C(=C7)OC)O)OC)O)O. Drug 2: C1=CC(=CC=C1CCCC(=O)O)N(CCCl)CCCl. Cell line: SNB-19. Synergy scores: CSS=51.4, Synergy_ZIP=5.79, Synergy_Bliss=6.78, Synergy_Loewe=5.74, Synergy_HSA=10.4.